Dataset: Full USPTO retrosynthesis dataset with 1.9M reactions from patents (1976-2016). Task: Predict the reactants needed to synthesize the given product. (1) Given the product [Ca+2:42].[C:1]([NH:4][CH2:5][C@@H:6]1[O:10][C:9](=[O:11])[N:8]([C:12]2[CH:17]=[C:16]([F:18])[C:15]([N:19]3[CH2:24][CH2:23][C:22]([O:28][P:29](=[O:30])([O-:31])[O-:32])([CH2:25][O:26][CH3:27])[CH2:21][CH2:20]3)=[C:14]([F:33])[CH:13]=2)[CH2:7]1)(=[O:3])[CH3:2], predict the reactants needed to synthesize it. The reactants are: [C:1]([NH:4][CH2:5][C@@H:6]1[O:10][C:9](=[O:11])[N:8]([C:12]2[CH:17]=[C:16]([F:18])[C:15]([N:19]3[CH2:24][CH2:23][C:22]([O:28][P:29](=[O:32])([OH:31])[OH:30])([CH2:25][O:26][CH3:27])[CH2:21][CH2:20]3)=[C:14]([F:33])[CH:13]=2)[CH2:7]1)(=[O:3])[CH3:2].C(=O)([O-])[O-].C(O)(=O)C.[Ca+2:42]. (2) Given the product [C:1]1(=[O:12])[C:10]2[C:5](=[CH:6][CH:7]=[CH:8][CH:9]=2)[CH2:4][CH2:3][NH:2]1, predict the reactants needed to synthesize it. The reactants are: [CH2:1]1[C:10]2[C:5](=[CH:6][CH:7]=[CH:8][CH:9]=2)[CH2:4][CH2:3][NH:2]1.I(C1C=CC=CC=1)=[O:12].[Br-].[K+].C(=O)([O-])O.[Na+]. (3) Given the product [CH3:1][S:2]([CH2:5][C:6](=[CH2:11])[C:7]([OH:9])=[O:8])(=[O:4])=[O:3], predict the reactants needed to synthesize it. The reactants are: [CH3:1][S:2]([CH2:5][C:6](=[CH2:11])[C:7]([O:9]C)=[O:8])(=[O:4])=[O:3].[OH-].[Li+].S([O-])(O)(=O)=O.[K+]. (4) The reactants are: Cl.C(N=C=NCCCN(C)C)C.[CH3:13][C@H:14]([C:27]([OH:29])=[O:28])[C:15]1[CH:16]=[CH:17][C:18]2[CH:19]=[C:20]([O:25][CH3:26])[CH:21]=[CH:22][C:23]=2[CH:24]=1.[N:30]1([CH2:39][CH2:40]O)[C:34]2[CH:35]=[CH:36][CH:37]=[CH:38][C:33]=2[N:32]=[CH:31]1. Given the product [CH3:26][O:25][C:20]1[CH:19]=[C:18]2[C:23](=[CH:22][CH:21]=1)[CH:24]=[C:15]([CH:14]([CH3:13])[C:27]([O:29][CH2:40][CH2:39][N:30]1[C:34]3[CH:35]=[CH:36][CH:37]=[CH:38][C:33]=3[N:32]=[CH:31]1)=[O:28])[CH:16]=[CH:17]2, predict the reactants needed to synthesize it. (5) Given the product [O:1]=[C:2]1[CH2:6][CH2:5][CH2:4][C:3]1([CH2:12][CH2:11][C:13](=[O:14])[CH3:15])[C:7]([O:9][CH3:10])=[O:8], predict the reactants needed to synthesize it. The reactants are: [O:1]=[C:2]1[CH2:6][CH2:5][CH2:4][CH:3]1[C:7]([O:9][CH3:10])=[O:8].[CH:11]([C:13]([CH3:15])=[O:14])=[CH2:12].C(N(CC)CC)C. (6) Given the product [OH:12][CH2:11][CH:10]([CH2:14][CH2:15][C:16]1[CH:17]=[CH:18][C:19]([C:22]([O:24][CH3:25])=[O:23])=[CH:20][CH:21]=1)[CH2:9][C:8]1[CH:26]=[CH:27][C:5]([C:3]([O:2][CH3:1])=[O:4])=[CH:6][CH:7]=1, predict the reactants needed to synthesize it. The reactants are: [CH3:1][O:2][C:3]([C:5]1[CH:27]=[CH:26][C:8]([CH2:9][CH:10]([CH2:14][CH2:15][C:16]2[CH:21]=[CH:20][C:19]([C:22]([O:24][CH3:25])=[O:23])=[CH:18][CH:17]=2)[C:11](O)=[O:12])=[CH:7][CH:6]=1)=[O:4].[Cl-].[NH4+]. (7) Given the product [CH3:35][O:34][C:31]1[CH:30]=[C:5]([CH:4]=[C:3]([O:2][CH3:1])[C:32]=1[CH3:33])[C:6]([NH:8][CH2:9][C:10]1[CH:15]=[CH:14][C:13]([C:16]2[N:20]=[C:19]([CH3:21])[O:18][N:17]=2)=[CH:12][C:11]=1[NH:22][CH3:23])=[O:7], predict the reactants needed to synthesize it. The reactants are: [CH3:1][O:2][C:3]1[CH:4]=[C:5]([CH:30]=[C:31]([O:34][CH3:35])[C:32]=1[CH3:33])[C:6]([NH:8][CH2:9][C:10]1[CH:15]=[CH:14][C:13]([C:16]2[N:20]=[C:19]([CH3:21])[O:18][N:17]=2)=[CH:12][C:11]=1[N:22](C)[C:23](=O)C(F)(F)F)=[O:7].C(=O)([O-])[O-].[K+].[K+]. (8) Given the product [NH2:26][O:25][CH2:24][C@H:23]1[O:22][C@@H:21]([N:37]2[CH:45]=[C:43]([CH3:44])[C:41](=[O:42])[NH:40][C:38]2=[O:39])[CH2:20][C@@H:19]1[O:18][Si:1]([C:14]([CH3:17])([CH3:16])[CH3:15])([C:8]1[CH:13]=[CH:12][CH:11]=[CH:10][CH:9]=1)[C:2]1[CH:3]=[CH:4][CH:5]=[CH:6][CH:7]=1, predict the reactants needed to synthesize it. The reactants are: [Si:1]([O:18][C@@H:19]1[C@@H:23]([CH2:24][O:25][N:26]2C(=O)C3=CC=CC=C3C2=O)[O:22][C@@H:21]([N:37]2[CH:45]=[C:43]([CH3:44])[C:41](=[O:42])[NH:40][C:38]2=[O:39])[CH2:20]1)([C:14]([CH3:17])([CH3:16])[CH3:15])([C:8]1[CH:13]=[CH:12][CH:11]=[CH:10][CH:9]=1)[C:2]1[CH:7]=[CH:6][CH:5]=[CH:4][CH:3]=1.CNN.